From a dataset of Experimentally validated miRNA-target interactions with 360,000+ pairs, plus equal number of negative samples. Binary Classification. Given a miRNA mature sequence and a target amino acid sequence, predict their likelihood of interaction. (1) The miRNA is hsa-miR-4648 with sequence UGUGGGACUGCAAAUGGGAG. The protein sequence of the target gene is MCHGRIAPKSTSVFAVASVGHGVFLPLVILCTLLGDGLASVCPLPPEPENGGYICHPRPCRDPLTAGSVIEYLCAEGYMLKGDYKYLTCKNGEWKPAMEISCRLNEDKDTHTSLGVPTLSIVASTASSVALILLLVVLFVLLQPKLKSFHHSRRDQGVSGDQVSIMVDGVQVALPSYEEAVYGSSGHCVPPADPRVQIVLSEGSGPSGRSVPREQQLPDQGACSSAGGEDEAPGQSGLCEAWGSRASETVMVHQATTSSWVAGSGNRQLAHKETADSENSDIQSLLSLTSEEYTDDIPLL.... Result: 1 (interaction). (2) The miRNA is dme-miR-2a-3p with sequence UAUCACAGCCAGCUUUGAUGAGC. The protein sequence of the target gene is MTDVETTYADFIASGRTGRRNAIHDILVSSASGNSNELALKLAGLDINKTEGEDDGQRSSTEQSGEAQGEAAKSES. Result: 0 (no interaction). (3) The miRNA is hsa-miR-6729-5p with sequence UGGGCGAGGGCGGCUGAGCGGC. The protein sequence of the target gene is MAGRVKWVTDIEKSVLINNFEKRGWIQVTENEDWNFYWMSVQTIRNVFSVETGYRLSDDQIVNHFPNHYELTRKDLMVKNIKRYRKELEKEGSPLAEKDENGKYLYLDFVPVTYMLPADYNLFVEEFRKSPSSTWIMKPCGKAQGKGIFLINKLSQIKKWSRDSKTSSFVSQSTKEAYVISVYINNPLLIGGRKFDLRLYVLVSTYRPLRCYMYKLGFCRFCTVKYTPSTSELDNMFVHLTNVAIQKHGEDYNHIHGGKWTVNNLRLYLESTRGREVTSKLFDEIHWIIVQSLKAVAPVM.... Result: 0 (no interaction). (4) The miRNA is mmu-miR-129-5p with sequence CUUUUUGCGGUCUGGGCUUGC. The protein sequence of the target gene is MGDMGDPPKKKRLISLCVGCGNQIHDQYILRVSPDLEWHAACLKCAECNQYLDESCTCFVRDGKTYCKRDYIRLYGIKCAKCSIGFSKNDFVMRARSKVYHIECFRCVACSRQLIPGDEFALREDGLFCRADHDVVERASLGAGDPLSPLHPARPLQMAAEPISARQPALRPHVHKQPEKTTRVRTVLNEKQLHTLRTCYAANPRPDALMKEQLVEMTGLSPRVIRVWFQNKRCKDKKRSIMMKQLQQQQPNDKTNIQGMTGTPMVAASPERHDGGLQANPVEVQSYQPPWKVLSDFALQ.... Result: 0 (no interaction). (5) The miRNA is hsa-miR-323b-3p with sequence CCCAAUACACGGUCGACCUCUU. The protein sequence of the target gene is MESFTNDRLQLPRNMIENSMFEEEPDVVDLAKEPCLHPLEPDEVEYEPRGSRLLVRGLGEHEMDEDEEDYESSAKLLGMSFMNRSSGLRNSAAGYRQSPDGTCSLPSARTLVICVFVIVVAVSVIMVIYLLPRCTFTKEGCHKTNQSAELIQPVATNGKVFPWAQIRLPTAIIPLCYELSLHPNLTSMTFRGSVTISLQALQDTRDIILHSTGHNISRVTFMSAVSSQEKQVEILEYPYHEQIAVVAPEPLLTGHNYTLKIEYSANISNSYYGFYGITYTDKSNEKKYFAATQFEPLAAR.... Result: 0 (no interaction). (6) The miRNA is hsa-miR-4294 with sequence GGGAGUCUACAGCAGGG. The protein sequence of the target gene is MAGLQRLASHLPVGVMLPHNTTEAPGPHSAKQDSYEQGDSSQQSLKGHLRNNFQKQLLSNKELILDKVYTHPKWNTQTKARSYSYPHCTGISQQDPESDSQGQGNGLFYSSGPQSWYPKANNQDFIPFTKKRVGVDRAFPLKPMVHRKSCSTGEAGTDGDHNVYPRPPEPREFSSRNFGVRNQGNFSVVGTVLAATQAEKAVANFDRTEWVQIRRLEAAGESLEEEIRRKQILLRGKLKKTEEELRRIQTQKEQAKENENGELQKIILPRSRVKGNKSNTMYKPIFSPEFEFEEEFSRDR.... Result: 1 (interaction). (7) The miRNA is mmu-miR-467d-3p with sequence AUAUACAUACACACACCUACAC. The protein sequence of the target gene is MWWRVLSLLAWFPLQEASLTNHTETITVEEGQTLTLKCVTSLRKNSSLQWLTPSGFTIFLNEYPALKNSKYQLLHHSANQLSITVPNVTLQDEGVYKCLHYSDSVSTKEVKVIVLATPFKPILEASVIRKQNGEEHVVLMCSTMRSKPPPQITWLLGNSMEVSGGTLHEFETDGKKCNTTSTLIIHTYGKNSTVDCIIRHRGLQGRKLVAPFRFEDLVTDEETASDALERNSLSSQDPQQPTSTVSVTEDSSTSEIDKEEKEQTTQDPDLTTEANPQYLGLARKKSGILLLTLVSFLIFI.... Result: 0 (no interaction). (8) The miRNA is hsa-miR-34a-3p with sequence CAAUCAGCAAGUAUACUGCCCU. The protein sequence of the target gene is MDCYTANWNPLGDSAFYRKYELYSMDWDLKEELRDCLVAAAPYGGPIALLRNPWRKEKAASVRPVLDIYSASGMPLASLLWKSGPVVSLGWSAEEELLCVQEDGAVLVYGLHGDFRRHFSMGNEVLQNRVLDARIFHTEFGSGVAILTGAHRFTLSANVGDLKLRRMPEVPGLQSAPSCWTVLCQDRVAHILLAVGPDLYLLDHAACSAVTPPGLAPGVSSFLQMAVSFTYRHLALFTDTGYIWMGTASLKEKLCEFNCNIRAPPKQMVWCSRPRSKERAVVVAWERRLMVVGDAPESIQ.... Result: 0 (no interaction).